From a dataset of Human Reference Interactome with 51,813 positive PPI pairs across 8,248 proteins, plus equal number of experimentally-validated negative pairs. Binary Classification. Given two protein amino acid sequences, predict whether they physically interact or not. (1) Protein 1 (ENSG00000229183) has sequence MKWLLLLGLVALSECIMYKVPLIRKKSLRRTLSERGLLKDFLKKHNLNPARKYFPQWEAPTLVDEQPLENYLDMEYFGTIGIGTPAQDFTVVFDTGSSNLWVPSVYCSSLACTNHNRFNPEDSSTYQSTSETVSITYGTGSMTGILGYDTVQVGGISDTNQIFGLSETEPGSFLYYAPFDGILGLAYPSISSSGATPVFDNIWNQGLVSQDLFSVYLSADDQSGSVVIFGGIDSSYYTGSLNWVPVTVEGYWQITVDSITMNGEAIACAEGCQAIVDTGTSLLTGPTSPIANIQSDIGAS.... Protein 2 (ENSG00000188807) has sequence MEGVSALLARCPTAGLAGGLGVTACAAAGVLLYRIARRMKPTHTMVNCWFCNQDTLVPYGNRNCWDCPHCEQYNGFQENGDYNKPIPAQYLEHLNHVVSSAPSLRDPSQPQQWVSSQVLLCKRCNHHQTTKIKQLAAFAPREEGRYDEEVEVYRHHLEQMYKLCRPCQAAVEYYIKHQNRQLRALLLSHQFKRREADQTHAQNFSSAVKSPVQVILLRALAFLACAFLLTTALYGASGHFAPGTTVPLALPPGGNGSATPDNGTTPGAEGWRQLLGLLPEHMAEKLCEAWAFGQSHQTGV.... Result: 0 (the proteins do not interact). (2) Protein 1 (ENSG00000087365) has sequence MATEHPEPPKAELQLPPPPPPGHYGAWAAQELQAKLAEIGAPIQGNREELVERLQSYTRQTGIVLNRPVLRGEDGDKAAPPPMSAQLPGIPMPPPPLGLPPLQPPPPPPPPPPGLGLGFPMAHPPNLGPPPPLRVGEPVALSEEERLKLAQQQAALLMQQEERAKQQGDHSLKEHELLEQQKRAAVLLEQERQQEIAKMGTPVPRPPQDMGQIGVRTPLGPRVAAPVGPVGPTPTVLPMGAPVPRPRGPPPPPGDENREMDDPSVGPKIPQALEKILQLKESRQEEMNSQQEEEEMETDA.... Protein 2 (ENSG00000109775) has sequence MVISESMDILFRIRGGLDLAFQLATPNEIFLKKALKHVLSDLSTKLSSNALVFRICHSSVYIWPSSDINTIPGELTDASACKNILRFIQFEPEEDIKRKFMRKKDKKLSDMHQIVNIDLMLEMSTSLAAVTPIIERESGGHHYVNMTLPVDAVISVAPEETWGKVRKLLVDAIHNQLTDMEKCILKYMKGTSIVVPEPLHFLLPGKKNLVTISYPSGIPDGQLQAYRKELHDLFNLPHDRPYFKRSNAYHFPDEPYKDGYIRNPHTYLNPPNMETGMIYVVQGIYGYHHYMQDRIDDNGW.... Result: 0 (the proteins do not interact). (3) Protein 1 (ENSG00000175787) has sequence MSPGLLTTRKEALMAFRDVAVAFTQKEWKLLSSAQRTLYREVMLENYSHLVSLGIAFSKPKLIEQLEQGDEPWREENEHLLDLCPAQTPSSWLLHKQQAEQMFLRQGLIGLSWSKSKGAAPKKGR*MSPGLLTTRKEALMAFRDVAVAFTQKEWKLLSSAQRTLYREVMLENYSHLVSLGIAFSKPKLIEQLEQGDEPWREENEHLLDLCPEPRTEFQPSFPHLVAFSSSQLLRQYALSGHPTQIFPSSSAGGDFQLEAPRCSSEKGESGETEGPDSSLRKRPSRISRTFFSPHQGDPVE.... Protein 2 (ENSG00000110046) has sequence MSRWLWPWSNCVKERVCRYLLHHYLGHFFQEHLSLDQLSLDLYKGSVALRDIHLEIWSVNEVLESMESPLELVEGFVGSIEVAVPWAALLTDHCTVRVSGLQLTLQPRRGPAPGAADSQSWASCMTTSLQLAQECLRDGLPEPSEPPQPLEGLEMFAQTIETVLRRIKVTFLDTVVRVEHSPGDGERGVAVEVRVQRLEYCDEAVRDPSQAPPVDVHQPPAFLHKLLQLAGVRLHYEELPAQEEPPEPPLQIGSCSGYMELMVKLKQNEAFPGPKLEVAGQLGSLHLLLTPRQLQQLQEL.... Result: 0 (the proteins do not interact). (4) Result: 0 (the proteins do not interact). Protein 2 (ENSG00000166925) has sequence MSGGKKKSSFQITSVTTDYEGPGSPGASDPPTPQPPTGPPPRLPNGEPSPDPGGKGTPRNGSPPPGAPSSRFRVVKLPHGLGEPYRRGRWTCVDVYERDLEPHSFGGLLEGIRGASGGAGGRSLDSRLELASLGLGAPTPPSGLSQGPTSWLRPPPTSPGPQARSFTGGLGQLVVPSKAKAEKPPLSASSPQQRPPEPETGESAGTSRAATPLPSLRVEAEAGGSGARTPPLSRRKAVDMRLRMELGAPEEMGQVPPLDSRPSSPALYFTHDASLVHKSPDPFGAVAAQKFSLAHSMLAI.... Protein 1 (ENSG00000127928) has sequence MPVINIEDLTEKDKLKMEVDQLKKEVTLERMLVSKCCEEVRDYVEERSGEDPLVKGIPEDKNPFKELKGGCVIS*MPVINIEDLTEKDKLKMEVDQLKKEVTLERMLIPARHLQNQSLMDY*. (5) Protein 1 (ENSG00000163683) has sequence MAEGGFDPCECVCSHEHAMRRLINLLRQSQSYCTDTECLQELPGPSGDNGISVTMILVAWMVIALILFLLRPPNLRGSSLPGKPTSPHNGQDPPAPPVD*MAEGGFDPCECVCSHEHAMRRLINLYRDPLVIMASVLQ*MAEGGFDPCECVCSHEHAMRRLINLLRQSQSYCTDTECLQEWTRSTSSSCGLTL*MAEGGFDPCECVCSHEHAMRRLINLLRQSQSYCTDTECLQELPGPSGDNGISVTMILVAWMVIALILFLLRPPNLRGSSLPGKPTSPHN. Protein 2 (ENSG00000083807) has sequence MGVRQQLALLLLLLLLLWGLGQPVWPVAVALTLRWLLGDPTCCVLLGLAMLARPWLGPWVPHGLSLAAAALALTLLPARLPPGLRWLPADVIFLAKILHLGLKIRGCLSRQPPDTFVDAFERRARAQPGRALLVWTGPGAGSVTFGELDARACQAAWALKAELGDPASLCAGEPTALLVLASQAVPALCMWLGLAKLGCPTAWINPHGRGMPLAHSVLSSGARVLVVDPDLRESLEEILPKLQAENIRCFYLSHTSPTPGVGALGAALDAAPSHPVPADLRAGITWRSPALFIYTSGTTG.... Result: 0 (the proteins do not interact). (6) Protein 1 (ENSG00000159479) has sequence MQREEKQLEASLDALLSQVADLKNSLGSFICKLENEYGRLTWPSVLDSFALLSGQLNTLNKVLKHEKTPLFRNQVIIPLVLSPDRDEDLMRQTEGRVPVFSHEVVPDHLRTKPDPEVEEQEKQLTTDAARIGADAAQKQIQSLNKMCSNLLEKISKEERESESGGLRPNKQTFNPTDTNALVAAVAFGKGLSNWRPSGSSGPGQAGQPGAGTILAGTSGLQQVQMAGAPSQQQPMLSGVQMAQAGQPGKMPSGIKTNIKSASMHPYQRPSCLGFILAIPLRRKVKKLLGQEGKKNAHLQL.... Protein 2 (ENSG00000172053) has sequence MAALDSLSLFTSLGLSEQKARETLKNSALSAQLREAATQAQQTLGSTIDKATGILLYGLASRLRDTRRLSFLVSYIASKKIHTEPQLSAALEYVRSHPLDPIDTVDFERECGVGVIVTPEQIEEAVEAAINRHRPQLLVERYHFNMGLLMGEARAVLKWADGKMIKNEVDMQVLHLLGPKLEADLEKKFKVAKARLEETDRRTAKDVVENGETADQTLSLMEQLRGEALKFHKPGENYKTPGYVVTPHTMNLLKQHLEITGGQVRTRFPPEPNGILHIGHAKAINFNFGYAKANNGICFL.... Result: 0 (the proteins do not interact). (7) Protein 1 (ENSG00000143603) has sequence MDTSGHFHDSGVGDLDEDPKCPCPSSGDEQQQQQQQQQQQQPPPPAPPAAPQQPLGPSLQPQPPQLQQQQQQQQQQQQQQPPHPLSQLAQLQSQPVHPGLLHSSPTAFRAPPSSNSTAILHPSSRQGSQLNLNDHLLGHSPSSTATSGPGGGSRHRQASPLVHRRDSNPFTEIAMSSCKYSGGVMKPLSRLSASRRNLIEAETEGQPLQLFSPSNPPEIVISSREDNHAHQTLLHHPNATHNHQHAGTTASSTTFPKANKRKNQNIGYKLGHRRALFEKRKRLSDYALIFGMFGIVVMVI.... Protein 2 (ENSG00000089682) has sequence MKRVNSCVKSDEHVLEELETEGERQLKSLLQHQLDTSVSIEECMSKKESFAPGTMYKPFGKEAAGTMTLSQFQTLHEKDQETASLRELGLNETEILIWKSHVSGEKKTKLRATPEAIQNRLQDIEERISERQRILCLPQRFAKSKQLTRREMEIEKSLFQGADRHSFLKALYYQDEPQKKNKGDPMNNLESFYQEMIMKKRLEEFQLMRGEPFASHSLVSATSVGDSGTAESPSLLQDKGKQAAQGKGPSLHVANVIDFSPEQCWTGPKKLTQPIEFVPEDEIQRNRLSEEEIRKIPMFS.... Result: 0 (the proteins do not interact).